Task: Regression. Given two drug SMILES strings and cell line genomic features, predict the synergy score measuring deviation from expected non-interaction effect.. Dataset: NCI-60 drug combinations with 297,098 pairs across 59 cell lines Drug 1: CCC1(CC2CC(C3=C(CCN(C2)C1)C4=CC=CC=C4N3)(C5=C(C=C6C(=C5)C78CCN9C7C(C=CC9)(C(C(C8N6C=O)(C(=O)OC)O)OC(=O)C)CC)OC)C(=O)OC)O.OS(=O)(=O)O. Drug 2: CC=C1C(=O)NC(C(=O)OC2CC(=O)NC(C(=O)NC(CSSCCC=C2)C(=O)N1)C(C)C)C(C)C. Cell line: OVCAR-4. Synergy scores: CSS=21.5, Synergy_ZIP=-9.94, Synergy_Bliss=-3.35, Synergy_Loewe=-18.5, Synergy_HSA=-3.99.